Dataset: Reaction yield outcomes from USPTO patents with 853,638 reactions. Task: Predict the reaction yield, written as a fraction of the theoretical maximum amount of product (1.0 means a 100% yield; for example, 0.34 means a 34% yield). The reactants are [C:1]([O:7][C:8]([CH3:11])([CH3:10])[CH3:9])(=[O:6])[CH2:2][C:3]([CH3:5])=[O:4].[H-].[Na+].C([Li])CCC.Br[CH2:20][C:21]1[CH:26]=[CH:25][C:24]([C:27]2[CH:32]=[CH:31][CH:30]=[CH:29][CH:28]=2)=[CH:23][CH:22]=1.Cl. The catalyst is O1CCCC1. The product is [C:8]([O:7][C:1](=[O:6])[CH2:2][C:3](=[O:4])[CH2:5][CH2:20][C:21]1[CH:26]=[CH:25][C:24]([C:27]2[CH:28]=[CH:29][CH:30]=[CH:31][CH:32]=2)=[CH:23][CH:22]=1)([CH3:11])([CH3:10])[CH3:9]. The yield is 0.380.